From a dataset of Full USPTO retrosynthesis dataset with 1.9M reactions from patents (1976-2016). Predict the reactants needed to synthesize the given product. (1) Given the product [CH2:15]([C@H:2]1[O:8][CH2:7][C@@H:6]([C:9]2[CH:14]=[CH:13][CH:12]=[CH:11][CH:10]=2)[NH:5][C:3]1=[O:4])[CH3:16], predict the reactants needed to synthesize it. The reactants are: Cl[CH:2]([CH2:15][CH3:16])[C:3]([NH:5][C@H:6]([C:9]1[CH:14]=[CH:13][CH:12]=[CH:11][CH:10]=1)[CH2:7][OH:8])=[O:4].[H-].[Na+].C([O-])(O)=O.[Na+]. (2) Given the product [OH:4][C:5]1[C:6]([C:16](=[O:18])[CH3:17])=[N:7][C:8]([CH2:11][C:12]([CH3:13])([CH3:14])[CH3:15])=[CH:9][CH:10]=1, predict the reactants needed to synthesize it. The reactants are: COC[O:4][C:5]1[C:6]([C:16](=[O:18])[CH3:17])=[N:7][C:8]([CH2:11][C:12]([CH3:15])([CH3:14])[CH3:13])=[CH:9][CH:10]=1.CC(O)C.C1COCC1. (3) Given the product [CH3:24][O:23][C:20]1[CH:19]=[CH:18][C:17]([CH2:16][N:14]2[CH:15]=[C:11]([C:10]3[C:4]4[C:5](=[N:6][CH:7]=[C:2]([C:43]5[CH:44]=[C:45]([NH:49][S:50]([CH3:53])(=[O:51])=[O:52])[CH:46]=[CH:47][CH:48]=5)[CH:3]=4)[N:8]([S:25]([C:28]4[CH:29]=[CH:30][C:31]([CH3:32])=[CH:33][CH:34]=4)(=[O:27])=[O:26])[CH:9]=3)[CH:12]=[N:13]2)=[CH:22][CH:21]=1, predict the reactants needed to synthesize it. The reactants are: Br[C:2]1[CH:3]=[C:4]2[C:10]([C:11]3[CH:12]=[N:13][N:14]([CH2:16][C:17]4[CH:22]=[CH:21][C:20]([O:23][CH3:24])=[CH:19][CH:18]=4)[CH:15]=3)=[CH:9][N:8]([S:25]([C:28]3[CH:34]=[CH:33][C:31]([CH3:32])=[CH:30][CH:29]=3)(=[O:27])=[O:26])[C:5]2=[N:6][CH:7]=1.CC1(C)C(C)(C)OB([C:43]2[CH:44]=[C:45]([NH:49][S:50]([CH3:53])(=[O:52])=[O:51])[CH:46]=[CH:47][CH:48]=2)O1.C(=O)([O-])[O-].[Na+].[Na+]. (4) Given the product [CH3:1][C:2]1[N:7]=[C:6]([N:25]2[CH2:26][CH2:27][CH:22]([CH3:21])[CH2:23][CH2:24]2)[C:5]([C:16]([O:18][CH2:19][CH3:20])=[O:17])=[CH:4][N:3]=1, predict the reactants needed to synthesize it. The reactants are: [CH3:1][C:2]1[N:7]=[C:6](OS(C(F)(F)F)(=O)=O)[C:5]([C:16]([O:18][CH2:19][CH3:20])=[O:17])=[CH:4][N:3]=1.[CH3:21][CH:22]1[CH2:27][CH2:26][NH:25][CH2:24][CH2:23]1. (5) Given the product [O:22]1[CH2:27][CH2:26][O:25][CH2:24][C@@H:23]1[CH2:28][O:29]/[N:30]=[C:11]1\[NH:10][C@@H:9]([C:13]2[CH:18]=[CH:17][C:16]([F:19])=[CH:15][C:14]=2[Br:20])[CH2:8][C:6]2[N:7]=[C:2]([NH2:1])[N:3]=[C:4]([CH3:21])[C:5]\1=2, predict the reactants needed to synthesize it. The reactants are: [NH2:1][C:2]1[N:3]=[C:4]([CH3:21])[C:5]2[C:11](=S)[NH:10][C@@H:9]([C:13]3[CH:18]=[CH:17][C:16]([F:19])=[CH:15][C:14]=3[Br:20])[CH2:8][C:6]=2[N:7]=1.[O:22]1[CH2:27][CH2:26][O:25][CH2:24][C@@H:23]1[CH2:28][O:29][NH2:30]. (6) Given the product [Cl:12][C:13]1[CH:21]=[C:20]([N:36]2[CH2:35][CH2:34][N:33]([C:31]3[CH:32]=[C:27]([F:26])[CH:28]=[CH:29][C:30]=3[CH3:39])[CH2:38][CH2:37]2)[C:19]([N+:23]([O-:25])=[O:24])=[CH:18][C:14]=1[C:15]([OH:17])=[O:16], predict the reactants needed to synthesize it. The reactants are: C(=O)([O-])[O-].[K+].[K+].CN(C)C=O.[Cl:12][C:13]1[CH:21]=[C:20](F)[C:19]([N+:23]([O-:25])=[O:24])=[CH:18][C:14]=1[C:15]([OH:17])=[O:16].[F:26][C:27]1[CH:28]=[CH:29][C:30]([CH3:39])=[C:31]([N:33]2[CH2:38][CH2:37][NH:36][CH2:35][CH2:34]2)[CH:32]=1.Cl.